This data is from Full USPTO retrosynthesis dataset with 1.9M reactions from patents (1976-2016). The task is: Predict the reactants needed to synthesize the given product. Given the product [N+:25]([C:22]1[S:21][C:20]([NH:19][C:9](=[O:11])[CH2:8][C:4]2[CH:3]=[N:2][CH:7]=[CH:6][CH:5]=2)=[N:24][CH:23]=1)([O-:27])=[O:26], predict the reactants needed to synthesize it. The reactants are: Cl.[N:2]1[CH:7]=[CH:6][CH:5]=[C:4]([CH2:8][C:9]([OH:11])=O)[CH:3]=1.CCN(CC)CC.[NH2:19][C:20]1[S:21][C:22]([N+:25]([O-:27])=[O:26])=[CH:23][N:24]=1.